Dataset: Forward reaction prediction with 1.9M reactions from USPTO patents (1976-2016). Task: Predict the product of the given reaction. (1) Given the reactants [CH2:1]([C@@H:8]1[NH:13][C:12]([C:14]2[CH:19]=[CH:18][C:17]([O:20][CH3:21])=[CH:16][C:15]=2[O:22][CH3:23])=[CH:11][S:10][C:9]1=[O:24])[C:2]1[CH:7]=[CH:6][CH:5]=[CH:4][CH:3]=1.C([C@@H]1N=C(C2C=CC(OC)=CC=2OC)CSC1=O)C1C=CC=CC=1.C([BH3-])#N.[Na+].C(O)(=O)C, predict the reaction product. The product is: [CH2:1]([C@H:8]1[C:9](=[O:24])[S:10][CH2:11][C@@H:12]([C:14]2[CH:19]=[CH:18][C:17]([O:20][CH3:21])=[CH:16][C:15]=2[O:22][CH3:23])[NH:13]1)[C:2]1[CH:3]=[CH:4][CH:5]=[CH:6][CH:7]=1. (2) Given the reactants [N:1]1([CH2:6][C:7]2[CH:23]=[CH:22][C:10]([CH2:11][N:12]3[CH:20]=[C:19]4[C:14]([N:15]=[CH:16][N:17]=[C:18]4Cl)=[N:13]3)=[CH:9][CH:8]=2)[CH:5]=[CH:4][CH:3]=[N:2]1.[Cl:24][C:25]1[CH:30]=[CH:29][C:28]([CH2:31][NH2:32])=[CH:27][C:26]=1[O:33][CH3:34], predict the reaction product. The product is: [N:1]1([CH2:6][C:7]2[CH:23]=[CH:22][C:10]([CH2:11][N:12]3[CH:20]=[C:19]4[C:14]([N:15]=[CH:16][N:17]=[C:18]4[NH:32][CH2:31][C:28]4[CH:29]=[CH:30][C:25]([Cl:24])=[C:26]([O:33][CH3:34])[CH:27]=4)=[N:13]3)=[CH:9][CH:8]=2)[CH:5]=[CH:4][CH:3]=[N:2]1. (3) Given the reactants [CH:1]1([N:5]2[CH2:11][CH2:10][C:9]3[CH:12]=[CH:13][C:14]([NH2:16])=[CH:15][C:8]=3[CH2:7][CH2:6]2)[CH2:4][CH2:3][CH2:2]1.C(=O)([O-])O.[Na+].Cl[C:23]([O:25][CH2:26][C:27]1[CH:32]=[CH:31][CH:30]=[CH:29][CH:28]=1)=[O:24], predict the reaction product. The product is: [CH:1]1([N:5]2[CH2:11][CH2:10][C:9]3[CH:12]=[CH:13][C:14]([NH:16][C:23](=[O:24])[O:25][CH2:26][C:27]4[CH:32]=[CH:31][CH:30]=[CH:29][CH:28]=4)=[CH:15][C:8]=3[CH2:7][CH2:6]2)[CH2:4][CH2:3][CH2:2]1.